Dataset: Forward reaction prediction with 1.9M reactions from USPTO patents (1976-2016). Task: Predict the product of the given reaction. (1) Given the reactants Cl[C:2]1[N:7]=[C:6]([NH2:8])[CH:5]=[C:4]([Cl:9])[N:3]=1.CC1(C)C(C)(C)OB([C:18]2[CH:19]=[N:20][N:21]([CH2:23][O:24][CH2:25][CH2:26][Si:27]([CH3:30])([CH3:29])[CH3:28])[CH:22]=2)O1.C([O-])([O-])=O.[K+].[K+].O, predict the reaction product. The product is: [Cl:9][C:4]1[N:3]=[C:2]([C:18]2[CH:19]=[N:20][N:21]([CH2:23][O:24][CH2:25][CH2:26][Si:27]([CH3:30])([CH3:29])[CH3:28])[CH:22]=2)[N:7]=[C:6]([NH2:8])[CH:5]=1. (2) Given the reactants [F:1][C:2]([F:14])([S:11]([OH:13])=[O:12])[CH2:3][O:4][C:5](=[O:10])[C:6]([CH3:9])([CH3:8])[CH3:7].[Na:15].[OH:16]O, predict the reaction product. The product is: [F:14][C:2]([F:1])([S:11]([OH:16])(=[O:13])=[O:12])[CH2:3][O:4][C:5](=[O:10])[C:6]([CH3:8])([CH3:9])[CH3:7].[Na:15].